Dataset: Forward reaction prediction with 1.9M reactions from USPTO patents (1976-2016). Task: Predict the product of the given reaction. Given the reactants [CH2:1]([O:3][P:4]([C:9]([C:17]#[N:18])=[CH:10][CH:11]1[CH2:16][CH2:15][O:14][CH2:13][CH2:12]1)(=[O:8])[O:5][CH2:6][CH3:7])[CH3:2].[BH4-].[Na+].[OH-].[Na+].C(OCC)(=O)C, predict the reaction product. The product is: [CH2:1]([O:3][P:4]([CH:9]([C:17]#[N:18])[CH2:10][CH:11]1[CH2:12][CH2:13][O:14][CH2:15][CH2:16]1)(=[O:8])[O:5][CH2:6][CH3:7])[CH3:2].